Dataset: Peptide-MHC class I binding affinity with 185,985 pairs from IEDB/IMGT. Task: Regression. Given a peptide amino acid sequence and an MHC pseudo amino acid sequence, predict their binding affinity value. This is MHC class I binding data. (1) The peptide sequence is EAVRHFPRI. The MHC is HLA-A11:01 with pseudo-sequence HLA-A11:01. The binding affinity (normalized) is 0. (2) The peptide sequence is EEPVSLLPLS. The MHC is HLA-B44:03 with pseudo-sequence HLA-B44:03. The binding affinity (normalized) is 0.304. (3) The peptide sequence is FAADKDSLY. The MHC is HLA-A01:01 with pseudo-sequence HLA-A01:01. The binding affinity (normalized) is 0.469.